From a dataset of Reaction yield outcomes from USPTO patents with 853,638 reactions. Predict the reaction yield, written as a fraction of the theoretical maximum amount of product (1.0 means a 100% yield; for example, 0.34 means a 34% yield). (1) The reactants are [CH3:1][C:2]1([CH3:38])[O:7][CH2:6][C:5]([CH2:19][O:20][Si:21]([C:34]([CH3:37])([CH3:36])[CH3:35])([C:28]2[CH:33]=[CH:32][CH:31]=[CH:30][CH:29]=2)[C:22]2[CH:27]=[CH:26][CH:25]=[CH:24][CH:23]=2)([CH2:8][N:9]2[CH:17]=[N:16][C:15]3[C:10]2=[N:11][CH:12]=[N:13][C:14]=3[NH2:18])[CH2:4][O:3]1.[C:39](Cl)(=[O:46])[C:40]1[CH:45]=[CH:44][CH:43]=[CH:42][CH:41]=1.CO.C1(C)C=CC=CC=1. The catalyst is N1C=CC=CC=1. The product is [CH3:1][C:2]1([CH3:38])[O:7][CH2:6][C:5]([CH2:19][O:20][Si:21]([C:34]([CH3:37])([CH3:36])[CH3:35])([C:22]2[CH:23]=[CH:24][CH:25]=[CH:26][CH:27]=2)[C:28]2[CH:33]=[CH:32][CH:31]=[CH:30][CH:29]=2)([CH2:8][N:9]2[CH:17]=[N:16][C:15]3[C:10]2=[N:11][CH:12]=[N:13][C:14]=3[NH:18][C:39](=[O:46])[C:40]2[CH:45]=[CH:44][CH:43]=[CH:42][CH:41]=2)[CH2:4][O:3]1. The yield is 0.600. (2) The reactants are [C:1]([CH:3]1[CH2:8][CH2:7][N:6]([C:9]([C@H:11]([NH:16][C:17]([C:19]2[C:27]3[N:26]=[C:25](Br)[CH:24]=[N:23][C:22]=3[N:21]([CH2:29][O:30][CH2:31][CH2:32][Si:33]([CH3:36])([CH3:35])[CH3:34])[CH:20]=2)=[O:18])[C:12]([CH3:15])([CH3:14])[CH3:13])=[O:10])[CH2:5][CH2:4]1)#[N:2].[CH3:37][N:38]1[CH:42]=[C:41]([Sn](CCCC)(CCCC)CCCC)[N:40]=[CH:39]1. The catalyst is CN(C=O)C.C1C=CC([P]([Pd]([P](C2C=CC=CC=2)(C2C=CC=CC=2)C2C=CC=CC=2)([P](C2C=CC=CC=2)(C2C=CC=CC=2)C2C=CC=CC=2)[P](C2C=CC=CC=2)(C2C=CC=CC=2)C2C=CC=CC=2)(C2C=CC=CC=2)C2C=CC=CC=2)=CC=1.[Cu]I. The product is [C:1]([CH:3]1[CH2:8][CH2:7][N:6]([C:9]([C@H:11]([NH:16][C:17]([C:19]2[C:27]3[C:22](=[N:23][CH:24]=[C:25]([C:41]4[N:40]=[CH:39][N:38]([CH3:37])[CH:42]=4)[N:26]=3)[N:21]([CH2:29][O:30][CH2:31][CH2:32][Si:33]([CH3:36])([CH3:35])[CH3:34])[CH:20]=2)=[O:18])[C:12]([CH3:15])([CH3:14])[CH3:13])=[O:10])[CH2:5][CH2:4]1)#[N:2]. The yield is 0.950.